From a dataset of Peptide-MHC class I binding affinity with 185,985 pairs from IEDB/IMGT. Regression. Given a peptide amino acid sequence and an MHC pseudo amino acid sequence, predict their binding affinity value. This is MHC class I binding data. (1) The peptide sequence is STIPPSRDML. The MHC is Mamu-A01 with pseudo-sequence Mamu-A01. The binding affinity (normalized) is 0.663. (2) The peptide sequence is KSLFNTVATLY. The MHC is HLA-A01:01 with pseudo-sequence HLA-A01:01. The binding affinity (normalized) is 0.293.